Dataset: Forward reaction prediction with 1.9M reactions from USPTO patents (1976-2016). Task: Predict the product of the given reaction. (1) Given the reactants [C:1]1([C@@H:7]([N:9]2[CH:13]=[C:12]([C:14]([OH:16])=O)[CH:11]=[N:10]2)[CH3:8])[CH:6]=[CH:5][CH:4]=[CH:3][CH:2]=1.S(Cl)([Cl:19])=O, predict the reaction product. The product is: [C:1]1([C@@H:7]([N:9]2[CH:13]=[C:12]([C:14]([Cl:19])=[O:16])[CH:11]=[N:10]2)[CH3:8])[CH:6]=[CH:5][CH:4]=[CH:3][CH:2]=1. (2) Given the reactants [Cl:1][C:2]1[C:3]2[CH:10]=[CH:9][N:8]([C@@H:11]3[O:21][C@H:20]([CH2:22][O:23][C:24](=[O:26])[CH3:25])[C@@H:15]([O:16][C:17](=[O:19])[CH3:18])[C@H:12]3[O:13][CH3:14])[C:4]=2[N:5]=[CH:6][N:7]=1.[I:27]Cl, predict the reaction product. The product is: [Cl:1][C:2]1[C:3]2[C:10]([I:27])=[CH:9][N:8]([C@@H:11]3[O:21][C@H:20]([CH2:22][O:23][C:24](=[O:26])[CH3:25])[C@@H:15]([O:16][C:17](=[O:19])[CH3:18])[C@H:12]3[O:13][CH3:14])[C:4]=2[N:5]=[CH:6][N:7]=1. (3) Given the reactants [C:1]([O:5][C:6]([N:8]1[CH2:13][CH2:12][C:11]2[N:14]([CH3:20])[C:15]([C:17]([OH:19])=O)=[CH:16][C:10]=2[CH2:9]1)=[O:7])([CH3:4])([CH3:3])[CH3:2].C1CCC(N=C=NC2CCCCC2)CC1.C1C=CC2N(O)N=NC=2C=1.[C:46]([NH:53][C:54]1[CH:59]=[CH:58][CH:57]=[CH:56][C:55]=1[NH2:60])([O:48][C:49]([CH3:52])([CH3:51])[CH3:50])=[O:47], predict the reaction product. The product is: [C:1]([O:5][C:6]([N:8]1[CH2:13][CH2:12][C:11]2[N:14]([CH3:20])[C:15]([C:17](=[O:19])[NH:60][C:55]3[CH:56]=[CH:57][CH:58]=[CH:59][C:54]=3[NH:53][C:46]([O:48][C:49]([CH3:52])([CH3:51])[CH3:50])=[O:47])=[CH:16][C:10]=2[CH2:9]1)=[O:7])([CH3:2])([CH3:3])[CH3:4]. (4) Given the reactants [Cl:1][C:2]1[CH:7]=[CH:6][CH:5]=[CH:4][C:3]=1[C:8]1[N:9]([C:24]2[CH:29]=[CH:28][C:27]([Cl:30])=[CH:26][CH:25]=2)[C:10]2[C:15]([N:16]=1)=[C:14]([NH:17][C@@H:18]1[CH2:23][CH2:22][CH2:21][NH:20][CH2:19]1)[N:13]=[CH:12][N:11]=2.[C:31](OC(=O)C)(=[O:33])[CH3:32], predict the reaction product. The product is: [Cl:1][C:2]1[CH:7]=[CH:6][CH:5]=[CH:4][C:3]=1[C:8]1[N:9]([C:24]2[CH:25]=[CH:26][C:27]([Cl:30])=[CH:28][CH:29]=2)[C:10]2[C:15]([N:16]=1)=[C:14]([NH:17][C@@H:18]1[CH2:23][CH2:22][CH2:21][N:20]([C:31](=[O:33])[CH3:32])[CH2:19]1)[N:13]=[CH:12][N:11]=2. (5) Given the reactants B(O)(O)C1C=CC(F)=NC=1.O1CCN(CCOC2C=CC(C3C=CC(CC#N)=NC=3)=CC=2)CC1.[O:35]1[CH2:40][CH2:39][N:38]([CH2:41][CH2:42][O:43][C:44]2[CH:49]=[CH:48][C:47]([C:50]3[CH:51]=[CH:52][C:53]([CH2:56][C:57](OC)=[O:58])=[N:54][CH:55]=3)=[CH:46][CH:45]=2)[CH2:37][CH2:36]1.FC1N=CC(C2C=CC(OCCN3CCOCC3)=CC=2)=CC=1.[CH2:83]([NH2:90])[C:84]1[CH:89]=[CH:88][CH:87]=[CH:86][CH:85]=1, predict the reaction product. The product is: [O:35]1[CH2:36][CH2:37][N:38]([CH2:41][CH2:42][O:43][C:44]2[CH:45]=[CH:46][C:47]([C:50]3[CH:51]=[CH:52][C:53]([CH2:56][C:57]([NH:90][CH2:83][C:84]4[CH:89]=[CH:88][CH:87]=[CH:86][CH:85]=4)=[O:58])=[N:54][CH:55]=3)=[CH:48][CH:49]=2)[CH2:39][CH2:40]1.